This data is from Forward reaction prediction with 1.9M reactions from USPTO patents (1976-2016). The task is: Predict the product of the given reaction. (1) Given the reactants C([N:3]([CH2:14][CH3:15])[C:4](=[O:13])[C:5]1[CH:10]=[CH:9][CH:8]=[C:7](C)[C:6]=1[CH3:12])C.[OH:16][CH2:17][C@H:18]1[CH2:22][CH2:21][CH2:20][N:19]1[CH2:23][CH2:24]CC#N, predict the reaction product. The product is: [OH:16][CH2:17][C@H:18]1[CH2:22][CH2:21][CH2:20][N:19]1[CH2:23][CH2:24][CH2:15][C:14]1[NH:3][C:4](=[O:13])[C:5]2[C:6]([CH:12]=1)=[CH:7][CH:8]=[CH:9][CH:10]=2. (2) Given the reactants Cl[CH2:2][C:3]1[CH:8]=[CH:7][C:6]([CH2:9][OH:10])=[CH:5][CH:4]=1.[CH3:11][C:12]1[CH:13]=[N:14][NH:15][CH:16]=1.C(=O)([O-])[O-].[K+].[K+], predict the reaction product. The product is: [CH3:11][C:12]1[CH:13]=[N:14][N:15]([CH2:2][C:3]2[CH:8]=[CH:7][C:6]([CH2:9][OH:10])=[CH:5][CH:4]=2)[CH:16]=1. (3) Given the reactants [NH2:1][C:2]1[CH:11]=[C:10]2[C:5]([CH2:6][N:7]([CH2:21][C:22]3[CH:27]=[CH:26][C:25]([O:28][CH3:29])=[CH:24][CH:23]=3)[C:8](=[O:20])[N:9]2[C:12]2[C:17]([Cl:18])=[CH:16][CH:15]=[CH:14][C:13]=2[Cl:19])=[C:4]([C:30]2[CH:35]=[CH:34][CH:33]=[CH:32][C:31]=2[Cl:36])[CH:3]=1.[CH3:37][N:38]1[CH:42]=[C:41]([S:43](Cl)(=[O:45])=[O:44])[N:40]=[CH:39]1.C(N(C(C)C)CC)(C)C, predict the reaction product. The product is: [Cl:36][C:31]1[CH:32]=[CH:33][CH:34]=[CH:35][C:30]=1[C:4]1[CH:3]=[C:2]([NH:1][S:43]([C:41]2[N:40]=[CH:39][N:38]([CH3:37])[CH:42]=2)(=[O:45])=[O:44])[CH:11]=[C:10]2[C:5]=1[CH2:6][N:7]([CH2:21][C:22]1[CH:23]=[CH:24][C:25]([O:28][CH3:29])=[CH:26][CH:27]=1)[C:8](=[O:20])[N:9]2[C:12]1[C:17]([Cl:18])=[CH:16][CH:15]=[CH:14][C:13]=1[Cl:19]. (4) Given the reactants [C:1]([C:3]1[CH:8]=[C:7]([C:9]#[N:10])[CH:6]=[CH:5][N:4]=1)#[N:2].FC(F)(F)S([O-])(=O)=O.[Yb+3].FC(F)(F)S([O-])(=O)=O.FC(F)(F)S([O-])(=O)=O.[F:36][C:37]1[CH:42]=[CH:41][C:40]([C:43]([C:52]2[CH:57]=[CH:56][C:55]([F:58])=[CH:54][CH:53]=2)(N)[C@@H:44]([NH2:50])[CH2:45][O:46]COC)=[CH:39][CH:38]=1, predict the reaction product. The product is: [C:9]([C:7]1[CH:6]=[CH:5][N:4]=[C:3]([C:1]2[NH:50][C@@H:44]([CH2:45][OH:46])[C:43]([C:40]3[CH:41]=[CH:42][C:37]([F:36])=[CH:38][CH:39]=3)([C:52]3[CH:53]=[CH:54][C:55]([F:58])=[CH:56][CH:57]=3)[N:2]=2)[CH:8]=1)#[N:10]. (5) The product is: [F:24][C:21]1[CH:22]=[CH:23][C:18]([C@@H:16]2[CH2:17][C@H:15]2[CH2:14][N:12]([CH3:13])[C:6]2[CH:5]=[CH:4][N:3]=[C:2]([NH:26][NH2:27])[C:7]=2[C:8]([F:11])([F:10])[F:9])=[CH:19][CH:20]=1. Given the reactants Cl[C:2]1[C:7]([C:8]([F:11])([F:10])[F:9])=[C:6]([N:12]([CH2:14][C@@H:15]2[CH2:17][C@H:16]2[C:18]2[CH:23]=[CH:22][C:21]([F:24])=[CH:20][CH:19]=2)[CH3:13])[CH:5]=[CH:4][N:3]=1.O.[NH2:26][NH2:27], predict the reaction product.